This data is from NCI-60 drug combinations with 297,098 pairs across 59 cell lines. The task is: Regression. Given two drug SMILES strings and cell line genomic features, predict the synergy score measuring deviation from expected non-interaction effect. (1) Drug 1: CC1=CC2C(CCC3(C2CCC3(C(=O)C)OC(=O)C)C)C4(C1=CC(=O)CC4)C. Drug 2: CC1=CC=C(C=C1)C2=CC(=NN2C3=CC=C(C=C3)S(=O)(=O)N)C(F)(F)F. Cell line: SW-620. Synergy scores: CSS=0.730, Synergy_ZIP=0.743, Synergy_Bliss=3.99, Synergy_Loewe=1.29, Synergy_HSA=1.28. (2) Drug 1: C1CC(C1)(C(=O)O)C(=O)O.[NH2-].[NH2-].[Pt+2]. Drug 2: C1CN(CCN1C(=O)CCBr)C(=O)CCBr. Cell line: RXF 393. Synergy scores: CSS=6.37, Synergy_ZIP=-0.687, Synergy_Bliss=2.91, Synergy_Loewe=-0.731, Synergy_HSA=2.09.